Dataset: Forward reaction prediction with 1.9M reactions from USPTO patents (1976-2016). Task: Predict the product of the given reaction. (1) Given the reactants [NH2:1][N:2]1[N:11]=[C:10]([S:12]([C:15]2[CH:20]=[CH:19][CH:18]=[CH:17][CH:16]=2)(=[O:14])=[O:13])[C:9]2[C:4](=[CH:5][CH:6]=[CH:7][CH:8]=2)[C:3]1=[O:21].[Cl:22][C:23]1[CH:28]=[CH:27][C:26]([CH2:29][C:30](Cl)=[O:31])=[CH:25][CH:24]=1, predict the reaction product. The product is: [Cl:22][C:23]1[CH:28]=[CH:27][C:26]([CH2:29][C:30]([NH:1][N:2]2[N:11]=[C:10]([S:12]([C:15]3[CH:16]=[CH:17][CH:18]=[CH:19][CH:20]=3)(=[O:14])=[O:13])[C:9]3[C:4](=[CH:5][CH:6]=[CH:7][CH:8]=3)[C:3]2=[O:21])=[O:31])=[CH:25][CH:24]=1. (2) Given the reactants [OH-].[Na+].[CH:3]1([C:6]2[CH:11]=[C:10]([CH2:12][N:13]3[CH2:16][C:15]4([CH2:20][C:19]([N:21]5[CH2:26][CH2:25][C:24]([CH3:32])([C:27]([O:29]CC)=[O:28])[CH2:23][CH2:22]5)=[N:18][O:17]4)[CH2:14]3)[CH:9]=[C:8]([O:33][CH2:34][C@@H:35]3[CH2:37][C:36]3([F:39])[F:38])[C:7]=2[C:40]2[CH:45]=[CH:44][C:43]([F:46])=[CH:42][CH:41]=2)[CH2:5][CH2:4]1, predict the reaction product. The product is: [CH:3]1([C:6]2[CH:11]=[C:10]([CH2:12][N:13]3[CH2:14][C:15]4([CH2:20][C:19]([N:21]5[CH2:26][CH2:25][C:24]([CH3:32])([C:27]([OH:29])=[O:28])[CH2:23][CH2:22]5)=[N:18][O:17]4)[CH2:16]3)[CH:9]=[C:8]([O:33][CH2:34][C@@H:35]3[CH2:37][C:36]3([F:38])[F:39])[C:7]=2[C:40]2[CH:41]=[CH:42][C:43]([F:46])=[CH:44][CH:45]=2)[CH2:4][CH2:5]1. (3) Given the reactants [F:1][C:2]1[N:7]=[C:6]([C:8]([OH:10])=O)[CH:5]=[CH:4][CH:3]=1.F[P-](F)(F)(F)(F)F.ClC(=[N+]1CCCC1)N1CCCC1.C(N(C(C)C)CC)(C)C.[CH2:39]([S:46]([N:49]1[CH:53]=[CH:52][C:51]([NH2:54])=[CH:50]1)(=[O:48])=[O:47])[C:40]1[CH:45]=[CH:44][CH:43]=[CH:42][CH:41]=1, predict the reaction product. The product is: [CH2:39]([S:46]([N:49]1[CH:53]=[CH:52][C:51]([NH:54][C:8](=[O:10])[C:6]2[CH:5]=[CH:4][CH:3]=[C:2]([F:1])[N:7]=2)=[CH:50]1)(=[O:48])=[O:47])[C:40]1[CH:45]=[CH:44][CH:43]=[CH:42][CH:41]=1. (4) Given the reactants [F:1][C:2]1[C:8]([F:9])=[C:7]([F:10])[C:6]([F:11])=[C:5]([F:12])[C:3]=1[NH2:4].[C:13]([S:17]([OH:20])(=[O:19])=[O:18])([F:16])([F:15])[F:14], predict the reaction product. The product is: [O-:20][S:17]([C:13]([F:16])([F:15])[F:14])(=[O:19])=[O:18].[F:1][C:2]1[C:8]([F:9])=[C:7]([F:10])[C:6]([F:11])=[C:5]([F:12])[C:3]=1[NH3+:4]. (5) Given the reactants [C:1]([N:9]1[CH2:14][CH2:13][CH2:12][C:11]([CH2:18][C:19]2[CH:24]=[CH:23][CH:22]=[CH:21][CH:20]=2)([C:15]([OH:17])=O)[CH2:10]1)(=[O:8])[C:2]1[CH:7]=[CH:6][CH:5]=[CH:4][CH:3]=1.S(Cl)(Cl)=O.[Al+3].[Cl-].[Cl-].[Cl-].Cl, predict the reaction product. The product is: [C:1]([N:9]1[CH2:14][CH2:13][CH2:12][C:11]2([CH2:18][C:19]3[C:20](=[CH:21][CH:22]=[CH:23][CH:24]=3)[C:15]2=[O:17])[CH2:10]1)(=[O:8])[C:2]1[CH:3]=[CH:4][CH:5]=[CH:6][CH:7]=1. (6) Given the reactants [N:1]1[CH:6]=[CH:5][CH:4]=[C:3]([CH2:7][OH:8])[CH:2]=1.[Cl:9][C:10]1[C:15]([Cl:16])=[CH:14][CH:13]=[CH:12][C:11]=1[S:17]([NH:20][C:21]1[C:26](Cl)=[N:25][CH:24]=[CH:23][N:22]=1)(=[O:19])=[O:18], predict the reaction product. The product is: [Cl:9][C:10]1[C:15]([Cl:16])=[CH:14][CH:13]=[CH:12][C:11]=1[S:17]([NH:20][C:21]1[C:26]([O:8][CH2:7][C:3]2[CH:2]=[N:1][CH:6]=[CH:5][CH:4]=2)=[N:25][CH:24]=[CH:23][N:22]=1)(=[O:18])=[O:19]. (7) Given the reactants [CH3:1][C:2]1[C:7]([CH3:8])=[CH:6][C:5]2[N:9]([C@H:12]3[O:16][C@@H:15]([CH2:17][OH:18])[CH:14]([O:19][P:20]([O:23][C@@H:24]([CH2:26][NH:27][C:28]([CH2:30][CH2:31][C@:32]4([CH3:89])[C@@H:33]([CH2:85][C:86]([NH2:88])=[O:87])[C@H:34]5[N-:54][C:53]4=[C:52]([CH3:55])[C:50]4=[N:51][C:47]([C:48]([CH3:62])([CH3:61])[C@@H:49]4[CH2:56][CH2:57][C:58]([NH2:60])=[O:59])=[CH:46][C:44]4=[N:45][C:41]([C@:42]([CH2:69][C:70]([NH2:72])=[O:71])([CH3:68])[C@@H:43]4[CH2:63][CH2:64][C:65]([NH2:67])=[O:66])=[C:40]([CH3:73])[C:38]4=[N:39][C@:35]5([CH3:84])[C@:36]([CH2:80][C:81]([NH2:83])=[O:82])([CH3:79])[C@@H:37]4[CH2:74][CH2:75][C:76]([NH2:78])=[O:77])=[O:29])[CH3:25])([O-:22])=[O:21])[CH:13]3[OH:90])[CH:10]=[N:11][C:4]=2[CH:3]=1.O.[Co+2:92].CC([O:97]C(NCC(O)=O)=O)(C)C.C1C=CC2N(O)N=NC=2C=1.C(Cl)CCl, predict the reaction product. The product is: [CH3:1][C:2]1[C:7]([CH3:8])=[CH:6][C:5]2[N:9]([C@H:12]3[O:16][C@H:15]([CH2:17][OH:18])[C@@H:14]([O:19][P:20]([O:23][C@@H:24]([CH2:26][NH:27][C:28]([CH2:30][CH2:31][C@:32]4([CH3:89])[C@@H:33]([CH2:85][C:86]([NH2:88])=[O:87])[C@H:34]5[N-:54][C:53]4=[C:52]([CH3:55])[C:50]4=[N:51][C:47]([C:48]([CH3:62])([CH3:61])[C@@H:49]4[CH2:56][CH2:57][C:58]([NH2:60])=[O:59])=[CH:46][C:44]4=[N:45][C:41]([C@:42]([CH2:69][C:70]([NH2:72])=[O:71])([CH3:68])[C@@H:43]4[CH2:63][CH2:64][C:65]([NH2:67])=[O:66])=[C:40]([CH3:73])[C:38]4=[N:39][C@:35]5([CH3:84])[C@:36]([CH2:80][C:81]([NH2:83])=[O:82])([CH3:79])[C@@H:37]4[CH2:74][CH2:75][C:76]([NH2:78])=[O:77])=[O:29])[CH3:25])([O-:22])=[O:21])[C@H:13]3[OH:90])[CH:10]=[N:11][C:4]=2[CH:3]=1.[OH3+:97].[Co:92]. (8) The product is: [C:8]1([C:7]#[C:6][C:41]2[CH:46]=[CH:45][NH:44][C:43](=[O:66])[N:42]=2)[CH:9]=[CH:10][CH:11]=[CH:12][CH:13]=1. Given the reactants C([Sn](CCCC)(CCCC)[C:6]#[C:7][C:8]1[CH:13]=[CH:12][CH:11]=[CH:10][CH:9]=1)CCC.C(C1C=C(C(C)C)C=C(C(C)C)C=1S(O[C:41]1[CH:46]=[CH:45][N:44](C(C2C=CC=CC=2)(C2C=CC=CC=2)C2C=CC=CC=2)[C:43](=[O:66])[N:42]=1)(=O)=O)(C)C, predict the reaction product. (9) Given the reactants Br[C:2]1[NH:3][C:4]2[C:9]([C:10]=1[CH:11]=[O:12])=[CH:8][CH:7]=[CH:6][CH:5]=2.C([Sn](CCCC)(CCCC)[CH:18]=[CH:19][C:20]1[CH:25]=[CH:24][CH:23]=[CH:22][CH:21]=1)CCC, predict the reaction product. The product is: [CH:18]([C:2]1[NH:3][C:4]2[C:9]([C:10]=1[CH:11]=[O:12])=[CH:8][CH:7]=[CH:6][CH:5]=2)=[CH:19][C:20]1[CH:25]=[CH:24][CH:23]=[CH:22][CH:21]=1.